Dataset: Reaction yield outcomes from USPTO patents with 853,638 reactions. Task: Predict the reaction yield, written as a fraction of the theoretical maximum amount of product (1.0 means a 100% yield; for example, 0.34 means a 34% yield). (1) The yield is 0.460. The product is [CH3:1][N:2]1[C:6]2[CH:7]=[CH:8][C:9]([S:12]([Cl:16])(=[O:14])=[O:13])=[CH:10][C:5]=2[O:4][C:3]1=[O:11]. The catalyst is [Cl-].[Na+].O. The reactants are [CH3:1][N:2]1[C:6]2[CH:7]=[CH:8][CH:9]=[CH:10][C:5]=2[O:4][C:3]1=[O:11].[S:12]([Cl:16])(=O)(=[O:14])[OH:13]. (2) The reactants are S(=O)(=O)(O)N.[Cl:6][C:7]1[CH:8]=[C:9]([CH:12]=[C:13]([CH3:16])[C:14]=1[OH:15])[CH:10]=[O:11].Cl([O-])=[O:18].[Na+]. The catalyst is O.C(O)(C)(C)C. The product is [Cl:6][C:7]1[CH:8]=[C:9]([CH:12]=[C:13]([CH3:16])[C:14]=1[OH:15])[C:10]([OH:18])=[O:11]. The yield is 0.520. (3) The yield is 0.940. The catalyst is ClC(Cl)C. The product is [C:1]([O:5][C:6]([NH:8][CH:9]1[CH2:14][CH2:13][CH:12]([N:15]([CH2:32][CH3:33])[C:16]2[C:17]([CH3:31])=[C:18]([CH:23]=[C:24]([O:26][CH2:27][CH2:28][O:29][CH3:30])[CH:25]=2)[C:19]([O:21][CH3:22])=[O:20])[CH2:11][CH2:10]1)=[O:7])([CH3:2])([CH3:3])[CH3:4]. The reactants are [C:1]([O:5][C:6]([NH:8][CH:9]1[CH2:14][CH2:13][CH:12]([NH:15][C:16]2[C:17]([CH3:31])=[C:18]([CH:23]=[C:24]([O:26][CH2:27][CH2:28][O:29][CH3:30])[CH:25]=2)[C:19]([O:21][CH3:22])=[O:20])[CH2:11][CH2:10]1)=[O:7])([CH3:4])([CH3:3])[CH3:2].[CH:32](=O)[CH3:33].C(O)(=O)C.C(O[BH-](OC(=O)C)OC(=O)C)(=O)C.[Na+]. (4) The reactants are [F:1][C:2]1[CH:12]=[C:11]([F:13])[CH:10]=[CH:9][C:3]=1[CH:4]=[CH:5][C:6]([OH:8])=[O:7].[H][H]. The catalyst is O1CCCC1.[Pd]. The product is [F:1][C:2]1[CH:12]=[C:11]([F:13])[CH:10]=[CH:9][C:3]=1[CH2:4][CH2:5][C:6]([OH:8])=[O:7]. The yield is 0.980. (5) The reactants are NC1[CH:31]=[CH:30][C:5]([CH2:6][N:7]2[C:12](=[O:13])[CH:11]=[C:10]([C:14]3[CH:19]=[CH:18][C:17]([O:20][CH3:21])=[CH:16][CH:15]=3)[C:9]([C:22]3[CH:27]=[CH:26][C:25]([O:28][CH3:29])=[CH:24][CH:23]=3)=[N:8]2)=[CH:4][CH:3]=1.C(=O)([O-])O.[Na+].S(OC)(OC)(=O)=O.CC(C)=O.[CH3:48][N:49]([CH3:52])[CH:50]=O. The catalyst is CC(C)=O. The product is [CH3:21][O:20][C:17]1[CH:18]=[CH:19][C:14]([C:10]2[C:9]([C:22]3[CH:23]=[CH:24][C:25]([O:28][CH3:29])=[CH:26][CH:27]=3)=[N:8][N:7]([CH2:6][C:5]3[CH:30]=[CH:31][C:50]([N:49]([CH3:52])[CH3:48])=[CH:3][CH:4]=3)[C:12](=[O:13])[CH:11]=2)=[CH:15][CH:16]=1. The yield is 0.308.